This data is from Forward reaction prediction with 1.9M reactions from USPTO patents (1976-2016). The task is: Predict the product of the given reaction. (1) Given the reactants Cl[CH:2]([N:12]=[C:13]=[O:14])[C:3]1[CH:10]=[CH:9][C:6]([C:7]#[N:8])=[CH:5][C:4]=1[F:11].[F:15][C:16]([F:31])([F:30])[C:17]1[CH:18]=[C:19]([NH:23][C:24]2[CH2:28][CH2:27][C:26](=[O:29])[CH:25]=2)[CH:20]=[CH:21][CH:22]=1, predict the reaction product. The product is: [O:14]=[C:13]1[N:23]([C:19]2[CH:20]=[CH:21][CH:22]=[C:17]([C:16]([F:15])([F:30])[F:31])[CH:18]=2)[C:24]2[CH2:28][CH2:27][C:26](=[O:29])[C:25]=2[CH:2]([C:3]2[CH:10]=[CH:9][C:6]([C:7]#[N:8])=[CH:5][C:4]=2[F:11])[NH:12]1. (2) Given the reactants [N:1]1([C:11]2[CH:18]=[CH:17][C:14]([CH2:15][NH2:16])=[CH:13][CH:12]=2)[C:10]2[C:5](=[CH:6][CH:7]=[CH:8][CH:9]=2)[CH2:4][CH2:3][CH2:2]1.[Cl:19][C:20]1[N:25]=[CH:24][N:23]=[C:22]([C:26](Cl)=[O:27])[CH:21]=1.C(N(CC)CC)C.ClCl, predict the reaction product. The product is: [N:1]1([C:11]2[CH:12]=[CH:13][C:14]([CH2:15][NH:16][C:26]([C:22]3[CH:21]=[C:20]([Cl:19])[N:25]=[CH:24][N:23]=3)=[O:27])=[CH:17][CH:18]=2)[C:10]2[C:5](=[CH:6][CH:7]=[CH:8][CH:9]=2)[CH2:4][CH2:3][CH2:2]1. (3) The product is: [Cl:30][C:7]1[C:6]2[N:13]=[CH:14][N:15]([C:16]3[CH:21]=[CH:20][CH:19]=[CH:18][C:17]=3[Cl:22])[C:5]=2[C:4]2[CH:3]=[C:2]([Cl:1])[CH:11]=[CH:10][C:9]=2[N:8]=1. Given the reactants [Cl:1][C:2]1[CH:11]=[CH:10][C:9]2[N+:8]([O-])=[CH:7][C:6]3[N:13]=[CH:14][N:15]([C:16]4[CH:21]=[CH:20][CH:19]=[CH:18][C:17]=4[Cl:22])[C:5]=3[C:4]=2[CH:3]=1.CN(C=O)C.O=P(Cl)(Cl)[Cl:30].O, predict the reaction product. (4) Given the reactants [OH:1][C:2]1[CH:7]=[CH:6][N:5]2[N:8]=[C:9]([C:21]3[CH:26]=[CH:25][CH:24]=[CH:23][CH:22]=3)[C:10]([C:11]3[CH:12]=[CH:13][C:14](=[O:20])[N:15]([CH:17]([CH3:19])[CH3:18])[N:16]=3)=[C:4]2[CH:3]=1.C(N(CC)CC)C.[CH3:34][O:35][C:36]1[CH:41]=[CH:40][C:39]([S:42](Cl)(=[O:44])=[O:43])=[CH:38][CH:37]=1.Cl, predict the reaction product. The product is: [CH3:34][O:35][C:36]1[CH:37]=[CH:38][C:39]([S:42]([O:1][C:2]2[CH:7]=[CH:6][N:5]3[N:8]=[C:9]([C:21]4[CH:22]=[CH:23][CH:24]=[CH:25][CH:26]=4)[C:10]([C:11]4[CH:12]=[CH:13][C:14](=[O:20])[N:15]([CH:17]([CH3:19])[CH3:18])[N:16]=4)=[C:4]3[CH:3]=2)(=[O:44])=[O:43])=[CH:40][CH:41]=1.